This data is from Merck oncology drug combination screen with 23,052 pairs across 39 cell lines. The task is: Regression. Given two drug SMILES strings and cell line genomic features, predict the synergy score measuring deviation from expected non-interaction effect. (1) Drug 1: CC1CC2C3CCC4=CC(=O)C=CC4(C)C3(F)C(O)CC2(C)C1(O)C(=O)CO. Drug 2: Cn1c(=O)n(-c2ccc(C(C)(C)C#N)cc2)c2c3cc(-c4cnc5ccccc5c4)ccc3ncc21. Cell line: COLO320DM. Synergy scores: synergy=19.9. (2) Drug 1: COC12C(COC(N)=O)C3=C(C(=O)C(C)=C(N)C3=O)N1CC1NC12. Drug 2: Cc1nc(Nc2ncc(C(=O)Nc3c(C)cccc3Cl)s2)cc(N2CCN(CCO)CC2)n1. Cell line: HCT116. Synergy scores: synergy=11.5. (3) Drug 1: O=C(CCCCCCC(=O)Nc1ccccc1)NO. Drug 2: CCC1(O)C(=O)OCc2c1cc1n(c2=O)Cc2cc3c(CN(C)C)c(O)ccc3nc2-1. Cell line: HT144. Synergy scores: synergy=9.12. (4) Drug 2: O=C(CCCCCCC(=O)Nc1ccccc1)NO. Synergy scores: synergy=-24.7. Drug 1: CCC1(O)CC2CN(CCc3c([nH]c4ccccc34)C(C(=O)OC)(c3cc4c(cc3OC)N(C)C3C(O)(C(=O)OC)C(OC(C)=O)C5(CC)C=CCN6CCC43C65)C2)C1. Cell line: UWB1289. (5) Drug 1: CS(=O)(=O)CCNCc1ccc(-c2ccc3ncnc(Nc4ccc(OCc5cccc(F)c5)c(Cl)c4)c3c2)o1. Drug 2: C#Cc1cccc(Nc2ncnc3cc(OCCOC)c(OCCOC)cc23)c1. Cell line: HCT116. Synergy scores: synergy=10.3. (6) Drug 1: N#Cc1ccc(Cn2cncc2CN2CCN(c3cccc(Cl)c3)C(=O)C2)cc1. Drug 2: CS(=O)(=O)CCNCc1ccc(-c2ccc3ncnc(Nc4ccc(OCc5cccc(F)c5)c(Cl)c4)c3c2)o1. Cell line: A375. Synergy scores: synergy=21.2.